From a dataset of Reaction yield outcomes from USPTO patents with 853,638 reactions. Predict the reaction yield, written as a fraction of the theoretical maximum amount of product (1.0 means a 100% yield; for example, 0.34 means a 34% yield). (1) The reactants are [NH2:1][C:2]1[C:7]([F:8])=[CH:6][N:5]=[C:4]([OH:9])[N:3]=1.[CH3:10][O:11][C:12]1[CH:17]=[CH:16][CH:15]=[CH:14][C:13]=1[N:18]=[C:19]=[O:20]. The catalyst is CN(C=O)C. The product is [F:8][C:7]1[C:2]([NH:1][C:19]([NH:18][C:13]2[CH:14]=[CH:15][CH:16]=[CH:17][C:12]=2[O:11][CH3:10])=[O:20])=[N:3][C:4]([OH:9])=[N:5][CH:6]=1. The yield is 0.830. (2) The reactants are [CH3:1][Mg]Br.[CH2:4]1[C:19]2[C:14](=[CH:15][CH:16]=[CH:17][CH:18]=2)[C:12](=O)[C:11]2[C:6](=[CH:7][CH:8]=[CH:9][CH:10]=2)[CH2:5]1. The catalyst is C1COCC1. The product is [CH2:1]=[C:12]1[C:14]2[CH:15]=[CH:16][CH:17]=[CH:18][C:19]=2[CH2:4][CH2:5][C:6]2[CH:7]=[CH:8][CH:9]=[CH:10][C:11]1=2. The yield is 0.840.